Task: Predict which catalyst facilitates the given reaction.. Dataset: Catalyst prediction with 721,799 reactions and 888 catalyst types from USPTO (1) Reactant: Cl[CH2:2][C:3]1[S:4][C:5]([C:8]2[CH:13]=[CH:12][C:11]([C:14]([F:17])([F:16])[F:15])=[CH:10][CH:9]=2)=[CH:6][CH:7]=1.[CH3:18][O:19][C:20](=[O:31])[CH2:21][CH2:22][C:23]1[CH:28]=[CH:27][C:26]([OH:29])=[CH:25][C:24]=1[CH3:30].C(=O)([O-])[O-].[Cs+].[Cs+]. Product: [CH3:18][O:19][C:20](=[O:31])[CH2:21][CH2:22][C:23]1[CH:28]=[CH:27][C:26]([O:29][CH2:2][C:3]2[S:4][C:5]([C:8]3[CH:13]=[CH:12][C:11]([C:14]([F:17])([F:16])[F:15])=[CH:10][CH:9]=3)=[CH:6][CH:7]=2)=[CH:25][C:24]=1[CH3:30]. The catalyst class is: 10. (2) Reactant: [C:1]([CH2:4][C:5]1[C:10]([C:11](O)=[O:12])=[CH:9][N:8]=[C:7]([C:14]2[CH:19]=[CH:18][CH:17]=[CH:16][CH:15]=2)[N:6]=1)(=[O:3])[NH2:2].C1N=CN(C(N2C=NC=C2)=O)C=1. Product: [C:14]1([C:7]2[N:8]=[CH:9][C:10]3[C:11](=[O:12])[NH:2][C:1](=[O:3])[CH2:4][C:5]=3[N:6]=2)[CH:19]=[CH:18][CH:17]=[CH:16][CH:15]=1. The catalyst class is: 9. (3) Reactant: C([Si]([O:8][CH2:9][CH2:10][CH2:11][CH2:12][CH2:13][CH:14]([O:16][CH3:17])[CH3:15])(C)C)(C)(C)C.[F-].C([N+](CCCC)(CCCC)CCCC)CCC. Product: [CH3:17][O:16][CH:14]([CH3:15])[CH2:13][CH2:12][CH2:11][CH2:10][CH2:9][OH:8]. The catalyst class is: 6. (4) Reactant: [C:1]([C:3]1[CH:4]=[C:5]2[C:9](=[CH:10][CH:11]=1)[N:8]([CH2:12][CH2:13][CH2:14][C:15]([O:17][CH2:18][CH3:19])=[O:16])[N:7]=[CH:6]2)#[N:2].Cl.[NH2:21][OH:22].C(=O)(O)[O-].[Na+]. Product: [OH:22][NH:21][C:1](=[NH:2])[C:3]1[CH:4]=[C:5]2[C:9](=[CH:10][CH:11]=1)[N:8]([CH2:12][CH2:13][CH2:14][C:15]([O:17][CH2:18][CH3:19])=[O:16])[N:7]=[CH:6]2. The catalyst class is: 8. (5) The catalyst class is: 79. Reactant: [CH2:1]([O:8][C:9]1[CH:14]=[CH:13][C:12]([C:15]2[O:16][C:17]([CH3:23])=[C:18]([CH2:20][CH2:21][OH:22])[N:19]=2)=[CH:11][CH:10]=1)[C:2]1[CH:7]=[CH:6][CH:5]=[CH:4][CH:3]=1.C(N(CC)CC)C.[C:31]([Si:35](Cl)([C:42]1[CH:47]=[CH:46][CH:45]=[CH:44][CH:43]=1)[C:36]1[CH:41]=[CH:40][CH:39]=[CH:38][CH:37]=1)([CH3:34])([CH3:33])[CH3:32]. Product: [CH2:1]([O:8][C:9]1[CH:14]=[CH:13][C:12]([C:15]2[O:16][C:17]([CH3:23])=[C:18]([CH2:20][CH2:21][O:22][Si:35]([C:31]([CH3:34])([CH3:33])[CH3:32])([C:42]3[CH:43]=[CH:44][CH:45]=[CH:46][CH:47]=3)[C:36]3[CH:41]=[CH:40][CH:39]=[CH:38][CH:37]=3)[N:19]=2)=[CH:11][CH:10]=1)[C:2]1[CH:7]=[CH:6][CH:5]=[CH:4][CH:3]=1.